Dataset: Full USPTO retrosynthesis dataset with 1.9M reactions from patents (1976-2016). Task: Predict the reactants needed to synthesize the given product. (1) Given the product [O:11]=[C:6]1[N:7]([CH2:15][C:16]([OH:18])=[O:17])[CH:8]=[CH:9][C:10]2[N:1]=[CH:2][CH:3]=[CH:4][C:5]1=2, predict the reactants needed to synthesize it. The reactants are: [N:1]1[C:10]2[CH:9]=[CH:8][NH:7][C:6](=[O:11])[C:5]=2[CH:4]=[CH:3][CH:2]=1.[OH-].[Na+].Cl[CH2:15][C:16]([OH:18])=[O:17].Cl. (2) Given the product [CH3:1][C:2]1[C:6]2[CH:7]=[C:8]([OH:11])[CH:9]=[CH:10][C:5]=2[N:4]([CH2:12][C:13]2[CH:14]=[CH:15][C:16]([O:19][CH2:20][CH2:21][N:22]3[CH2:23][CH2:24][CH2:25][CH2:26][CH2:27][CH2:28]3)=[CH:17][CH:18]=2)[C:3]=1[C:29]1[CH:34]=[CH:33][C:32]([OH:35])=[CH:31][CH:30]=1, predict the reactants needed to synthesize it. The reactants are: [CH3:1][C:2]1[C:6]2[CH:7]=[C:8]([OH:11])[CH:9]=[CH:10][C:5]=2[N:4]([CH2:12][C:13]2[CH:18]=[CH:17][C:16]([O:19][CH2:20][CH2:21][N:22]3[CH2:28][CH2:27][CH2:26][CH2:25][CH2:24][CH2:23]3)=[CH:15][CH:14]=2)[C:3]=1[C:29]1[CH:34]=[CH:33][C:32]([OH:35])=[CH:31][CH:30]=1.Cl.C(OCC)(=O)C.CC(C)=O.[OH-].[Na+]. (3) Given the product [Cl:22][C:16]1[C:15]2[C:19](=[CH:20][CH:21]=[C:13]([C:6]([C:7]3[CH:8]=[N:9][CH:10]=[CH:11][CH:12]=3)=[CH:5][C:4]([NH:40][CH3:39])=[O:23])[CH:14]=2)[NH:18][N:17]=1, predict the reactants needed to synthesize it. The reactants are: C(O[C:4](=[O:23])[CH:5]=[C:6]([C:13]1[CH:14]=[C:15]2[C:19](=[CH:20][CH:21]=1)[NH:18][N:17]=[C:16]2[Cl:22])[C:7]1[CH:8]=[N:9][CH:10]=[CH:11][CH:12]=1)C.C(OC(=O)C=C(C1C=CC=C2C=1C(C#N)=[CH:39][NH:40]2)C1C=CC=CC=1)C. (4) Given the product [CH3:23][O:22][C:17]1[CH:18]=[CH:19][CH:20]=[CH:21][C:16]=1[CH2:15][NH:14][C:11]1[O:12][CH2:13][C:8]2[CH:7]=[C:6]([NH:5][C:3](=[O:4])[CH2:2][N:30]3[CH2:31][CH2:32][N:27]([CH3:26])[CH2:28][CH2:29]3)[CH:25]=[CH:24][C:9]=2[N:10]=1, predict the reactants needed to synthesize it. The reactants are: Cl[CH2:2][C:3]([NH:5][C:6]1[CH:25]=[CH:24][C:9]2[N:10]=[C:11]([NH:14][CH2:15][C:16]3[CH:21]=[CH:20][CH:19]=[CH:18][C:17]=3[O:22][CH3:23])[O:12][CH2:13][C:8]=2[CH:7]=1)=[O:4].[CH3:26][N:27]1[CH2:32][CH2:31][NH:30][CH2:29][CH2:28]1. (5) The reactants are: Br[C:2]1[N:7]=[C:6]2[S:8][C:9]([NH:11][C:12](=[O:24])[C:13]3[CH:18]=[CH:17][C:16]([C:19]([CH3:23])([CH3:22])[CH2:20][OH:21])=[CH:15][CH:14]=3)=[N:10][C:5]2=[CH:4][CH:3]=1.CC1(C)C(C)(C)OB([C:33]2[CH:34]=[CH:35][C:36]([NH2:39])=[N:37][CH:38]=2)O1. Given the product [NH2:39][C:36]1[N:37]=[CH:38][C:33]([C:2]2[N:7]=[C:6]3[S:8][C:9]([NH:11][C:12](=[O:24])[C:13]4[CH:18]=[CH:17][C:16]([C:19]([CH3:23])([CH3:22])[CH2:20][OH:21])=[CH:15][CH:14]=4)=[N:10][C:5]3=[CH:4][CH:3]=2)=[CH:34][CH:35]=1, predict the reactants needed to synthesize it. (6) Given the product [F:29][C:2]([F:1])([F:28])[CH:3]([OH:27])[CH2:4][NH:5][C:6]([C:8]1[C:13]([NH2:14])=[CH:12][C:11]([C:21]([F:22])([F:24])[F:23])=[C:10]([O:25][CH3:26])[N:9]=1)=[O:7], predict the reactants needed to synthesize it. The reactants are: [F:1][C:2]([F:29])([F:28])[CH:3]([OH:27])[CH2:4][NH:5][C:6]([C:8]1[C:13]([N:14]2C(C)=CC=C2C)=[CH:12][C:11]([C:21]([F:24])([F:23])[F:22])=[C:10]([O:25][CH3:26])[N:9]=1)=[O:7].Cl.NO.